From a dataset of Full USPTO retrosynthesis dataset with 1.9M reactions from patents (1976-2016). Predict the reactants needed to synthesize the given product. (1) Given the product [Br:19][C:14]1[CH:15]=[N:16][N:17]([CH3:18])[C:13]=1[C:6]1[CH:5]=[C:4]([N+:1]([O-:3])=[O:2])[CH:9]=[C:8]([N+:10]([O-:12])=[O:11])[CH:7]=1, predict the reactants needed to synthesize it. The reactants are: [N+:1]([C:4]1[CH:5]=[C:6]([C:13]2[N:17]([CH3:18])[N:16]=[CH:15][CH:14]=2)[CH:7]=[C:8]([N+:10]([O-:12])=[O:11])[CH:9]=1)([O-:3])=[O:2].[Br:19]Br. (2) Given the product [CH3:13][O:12][C:8]1[CH:7]=[C:6]2[C:11](=[CH:10][CH:9]=1)[CH2:3][C:4](=[O:14])[CH2:5]2, predict the reactants needed to synthesize it. The reactants are: [N+](=[CH:3][C:4](=[O:14])[CH2:5][C:6]1[CH:11]=[CH:10][CH:9]=[C:8]([O:12][CH3:13])[CH:7]=1)=[N-]. (3) Given the product [Cl:1][C:2]1[CH:3]=[C:4]([N:14]2[C:15](=[O:20])[CH:16]=[C:17]([CH3:18])[N:29]=[C:27]2[CH2:26][O:25][C:24]2[CH:30]=[CH:31][CH:32]=[C:22]([Cl:21])[CH:23]=2)[CH:5]=[CH:6][C:7]=1[N:8]1[CH2:13][CH2:12][O:11][CH2:10][CH2:9]1, predict the reactants needed to synthesize it. The reactants are: [Cl:1][C:2]1[CH:3]=[C:4]([NH:14][C:15](=[O:20])[CH2:16][C:17](=O)[CH3:18])[CH:5]=[CH:6][C:7]=1[N:8]1[CH2:13][CH2:12][O:11][CH2:10][CH2:9]1.[Cl:21][C:22]1[CH:23]=[C:24]([CH:30]=[CH:31][CH:32]=1)[O:25][CH2:26][C:27]([NH2:29])=O.C1(C)C=CC=CC=1.[NH4+].[Cl-]. (4) Given the product [Si:1]([O:8][CH2:9][CH2:10][CH2:11][N:12]1[C:17](=[O:18])[C:16]2[C:19]([CH:24]([OH:31])[C:25]3[CH:30]=[CH:29][CH:28]=[CH:27][CH:26]=3)=[C:20]([C:39]3[CH:40]=[CH:41][CH:42]=[C:37]([O:36][C:35]([F:34])([F:46])[F:47])[CH:38]=3)[N:21]=[CH:22][C:15]=2[N:14]([CH3:32])[C:13]1=[O:33])([C:4]([CH3:7])([CH3:6])[CH3:5])([CH3:3])[CH3:2], predict the reactants needed to synthesize it. The reactants are: [Si:1]([O:8][CH2:9][CH2:10][CH2:11][N:12]1[C:17](=[O:18])[C:16]2[C:19]([CH:24]([OH:31])[C:25]3[CH:30]=[CH:29][CH:28]=[CH:27][CH:26]=3)=[C:20](Cl)[N:21]=[CH:22][C:15]=2[N:14]([CH3:32])[C:13]1=[O:33])([C:4]([CH3:7])([CH3:6])[CH3:5])([CH3:3])[CH3:2].[F:34][C:35]([F:47])([F:46])[O:36][C:37]1[CH:38]=[C:39](B(O)O)[CH:40]=[CH:41][CH:42]=1.[O-]P([O-])([O-])=O.[K+].[K+].[K+].